From a dataset of Forward reaction prediction with 1.9M reactions from USPTO patents (1976-2016). Predict the product of the given reaction. (1) Given the reactants Br[CH2:2][C:3]([C:5]1[CH:10]=[CH:9][C:8]([F:11])=[CH:7][CH:6]=1)=O.[C:12]([CH:15]1[CH2:20][CH2:19][CH2:18][N:17]([C:21]([O:23][C:24]([CH3:27])([CH3:26])[CH3:25])=[O:22])[CH2:16]1)(=[S:14])[NH2:13], predict the reaction product. The product is: [F:11][C:8]1[CH:9]=[CH:10][C:5]([C:3]2[N:13]=[C:12]([CH:15]3[CH2:20][CH2:19][CH2:18][N:17]([C:21]([O:23][C:24]([CH3:27])([CH3:26])[CH3:25])=[O:22])[CH2:16]3)[S:14][CH:2]=2)=[CH:6][CH:7]=1. (2) Given the reactants [F:1][C:2]([F:34])([F:33])[S:3]([O:6][C:7]1[CH:12]=[CH:11][C:10]([C:13]2[N:14]=[N:15][C:16]([N:19]([CH3:30])[CH:20]3[CH2:25][C:24]([CH3:27])([CH3:26])[NH:23][C:22]([CH3:29])([CH3:28])[CH2:21]3)=[CH:17][CH:18]=2)=[C:9]([O:31][CH3:32])[CH:8]=1)(=[O:5])=[O:4].C(O)(=[O:37])C.C(O)(=O)C.IC1C=CC=CC=1.C(O)(=O)C.C(OC(=O)C)(=O)C, predict the reaction product. The product is: [F:34][C:2]([F:33])([F:1])[S:3]([O:6][C:7]1[CH:8]=[C:9]([O:31][CH3:32])[C:10]([C:13]2[N:14]=[N:15][C:16]([N:19]([CH3:30])[CH:20]3[CH2:21][C:22]([CH3:28])([CH3:29])[NH:23][C:24]([CH3:26])([CH3:27])[CH2:25]3)=[CH:17][CH:18]=2)=[C:11]([OH:37])[CH:12]=1)(=[O:4])=[O:5]. (3) Given the reactants [F:1][C:2]1[CH:7]=[CH:6][C:5]([C:8]2[CH:13]=[CH:12][N:11]=[CH:10][C:9]=2[NH:14][CH2:15][C:16]2[N:17]([CH3:21])[CH:18]=[CH:19][N:20]=2)=[C:4]([O:22][CH3:23])[CH:3]=1.[CH3:24][S:25]([C:28]1[CH:29]=[C:30]([CH:34]=[C:35]([C:37]([F:40])([F:39])[F:38])[CH:36]=1)[C:31](O)=[O:32])(=[O:27])=[O:26], predict the reaction product. The product is: [F:1][C:2]1[CH:7]=[CH:6][C:5]([C:8]2[CH:13]=[CH:12][N:11]=[CH:10][C:9]=2[N:14]([CH2:15][C:16]2[N:17]([CH3:21])[CH:18]=[CH:19][N:20]=2)[C:31](=[O:32])[C:30]2[CH:34]=[C:35]([C:37]([F:40])([F:38])[F:39])[CH:36]=[C:28]([S:25]([CH3:24])(=[O:27])=[O:26])[CH:29]=2)=[C:4]([O:22][CH3:23])[CH:3]=1. (4) Given the reactants C(OC(=O)[NH:7][C@@H:8]([CH2:30][CH:31]([CH3:33])[CH3:32])[CH2:9][O:10][C:11]1[C:12]([Br:29])=[CH:13][C:14]2[C:24]3[C:19](=[CH:20][N:21]=[CH:22][CH:23]=3)[CH:18]([C:25]([F:28])([F:27])[F:26])[O:17][C:15]=2[CH:16]=1)(C)(C)C.C(O)(C(F)(F)F)=O, predict the reaction product. The product is: [Br:29][C:12]1[C:11]([O:10][CH2:9][C@@H:8]([NH2:7])[CH2:30][CH:31]([CH3:33])[CH3:32])=[CH:16][C:15]2[O:17][CH:18]([C:25]([F:27])([F:28])[F:26])[C:19]3[C:24]([C:14]=2[CH:13]=1)=[CH:23][CH:22]=[N:21][CH:20]=3.